This data is from Catalyst prediction with 721,799 reactions and 888 catalyst types from USPTO. The task is: Predict which catalyst facilitates the given reaction. (1) Reactant: [F:1][C:2]1[CH:3]=[CH:4][C:5](O)=[C:6]([C:8]2[C:13]([OH:14])=[C:12]([CH:15]=O)[CH:11]=[C:10]([CH:17]3[CH2:21][CH2:20][O:19][C:18]3=[O:22])[CH:9]=2)[CH:7]=1.Cl.[NH2:25][C:26]1[CH:27]=[C:28]([CH:32]=[CH:33][C:34]=1[NH2:35])[C:29]([NH2:31])=[NH:30].C1(=O)C=CC(=[O:42])C=C1. Product: [C:29]([C:28]1[CH:32]=[CH:33][C:34]2[NH:35][C:15]([C:12]3[CH:11]=[C:10]([CH:17]4[CH2:21][CH2:20][O:19][C:18]4=[O:22])[C:9]([OH:42])=[C:8]([C:6]4[CH:7]=[C:2]([F:1])[CH:3]=[CH:4][CH:5]=4)[C:13]=3[OH:14])=[N:25][C:26]=2[CH:27]=1)(=[NH:31])[NH2:30]. The catalyst class is: 8. (2) Reactant: Br[C:2]1[CH:7]=[CH:6][N:5]2[N:8]=[C:9]([C:11]3[CH:16]=[CH:15][C:14]([O:17][CH3:18])=[CH:13][CH:12]=3)[CH:10]=[C:4]2[CH:3]=1.[B:19]1([B:19]2[O:23][C:22]([CH3:25])([CH3:24])[C:21]([CH3:27])([CH3:26])[O:20]2)[O:23][C:22]([CH3:25])([CH3:24])[C:21]([CH3:27])([CH3:26])[O:20]1.C([O-])(=O)C.[K+]. Product: [CH3:18][O:17][C:14]1[CH:15]=[CH:16][C:11]([C:9]2[CH:10]=[C:4]3[CH:3]=[C:2]([B:19]4[O:23][C:22]([CH3:25])([CH3:24])[C:21]([CH3:27])([CH3:26])[O:20]4)[CH:7]=[CH:6][N:5]3[N:8]=2)=[CH:12][CH:13]=1. The catalyst class is: 12. (3) Product: [I:1][CH2:4][C:5]1[CH:12]=[CH:11][C:8]([C:9]#[N:10])=[CH:7][CH:6]=1. The catalyst class is: 21. Reactant: [I-:1].[Na+].Cl[CH2:4][C:5]1[CH:12]=[CH:11][C:8]([C:9]#[N:10])=[CH:7][CH:6]=1.